Dataset: Experimentally validated miRNA-target interactions with 360,000+ pairs, plus equal number of negative samples. Task: Binary Classification. Given a miRNA mature sequence and a target amino acid sequence, predict their likelihood of interaction. (1) The miRNA is hsa-miR-197-3p with sequence UUCACCACCUUCUCCACCCAGC. The protein sequence of the target gene is MQWTSLLLLAGLFSLSQAQYEDDPHWWFHYLRSQQSTYYDPYDPYPYETYEPYPYGVDEGPAYTYGSPSPPDPRDCPQECDCPPNFPTAMYCDNRNLKYLPFVPSRMKYVYFQNNQITSIQEGVFDNATGLLWIALHGNQITSDKVGRKVFSKLRHLERLYLDHNNLTRMPGPLPRSLRELHLDHNQISRVPNNALEGLENLTALYLQHNEIQEVGSSMRGLRSLILLDLSYNHLRKVPDGLPSALEQLYMEHNNVYTVPDSYFRGAPKLLYVRLSHNSLTNNGLASNTFNSSSLLELDL.... Result: 0 (no interaction). (2) The miRNA is mmu-miR-30c-5p with sequence UGUAAACAUCCUACACUCUCAGC. The protein sequence of the target gene is MDVKERKPYRSLTRRRDAERRYTSSSADSEEGKGPQKSYSSSETLKAYDQDARLAYGSRVKDMVPQEAEEFCRTGTNFTLRELGLGEMTPPHGTLYRTDIGLPHCGYSMGASSDADLEADTVLSPEHPVRLWGRSTRSGRSSCLSSRANSNLTLTDTEHENTETDHPSSLQNHPRLRTPPPPLPHAHTPNQHHAASINSLNRGNFTPRSNPSPAPTDHSLSGEPPAGSAQEPTHAQDNWLLNSNIPLETRNLGKQPFLGTLQDNLIEMDILSASRHDGAYSDGHFLFKPGGTSPLFCTTS.... Result: 0 (no interaction). (3) The miRNA is hsa-miR-4325 with sequence UUGCACUUGUCUCAGUGA. The protein sequence of the target gene is MSEQTPAEAGAAGAREDACRDYQSSLEDLTFNSKPHINMLTILAEENLPFAKEIVSLIEAQTAKAPSSEKLPVMYLMDSIVKNVGREYLTAFTKNLVATFICVFEKVDENTRKSLFKLRSTWDEIFPLKKLYALDVRVNSLDPAWPIKPLPPNVNTSSIHVNPKFLNKSPEEPSTPGTVVSSPSISTPPIVPDIQKNLTQEQLIRQQLLAKQKQLLELQQKKLELELEQAKAQLAVSLSVQQETSNLGPGSAPSKLHVSQIPPMAVKAPHQVPVQSEKSRPGPSLQIQDLKGTNRDPRLN.... Result: 0 (no interaction). (4) The miRNA is hsa-miR-149-5p with sequence UCUGGCUCCGUGUCUUCACUCCC. The protein sequence of the target gene is MKRRTDPECTAPIKKQKKRVAELALSLSSTSDDEPPSSVSHGAKASTTSLSGSDSETEGKQHSSDSFDDAFKADSLVEGTSSRYSMYNSVSQKLMAKMGFREGEGLGKYSQGRKDIVEASSQKGRRGLGLTLRGFDQELNVDWRDEPEPSACEQVSWFPECTTEIPDTQEMSDWMVVGKRKMIIEDETEFCGEELLHSVLQCKSVFDVLDGEEMRRARTRANPYEMIRGVFFLNRAAMKMANMDFVFDRMFTNPRDSYGKPLVKDREAELLYFADVCAGPGGFSEYVLWRKKWHAKGFGM.... Result: 0 (no interaction). (5) The miRNA is hsa-miR-6769a-5p with sequence AGGUGGGUAUGGAGGAGCCCU. The protein sequence of the target gene is MPATRKPMRYGHTEGHTEVCFDDSGSFIVTCGSDGDVRIWEDLDDDDPKFINVGEKAYSCALKSGKLVTAVSNNTIQVHTFPEGVPDGILTRFTTNANHVVFNGDGTKIAAGSSDFLVKIVDVMDSSQQKTFRGHDAPVLSLSFDPKDIFLASASCDGSVRVWQISDQTCAISWPLLQKCNDVINAKSICRLAWQPKSGKLLAIPVEKSVKLYRRESWSHQFDLSDNFISQTLNIVTWSPCGQYLAAGSINGLIIVWNVETKDCMERVKHEKGYAICGLAWHPTCGRISYTDAEGNLGLL.... Result: 0 (no interaction). (6) The miRNA is hsa-miR-1273h-5p with sequence CUGGGAGGUCAAGGCUGCAGU. The protein sequence of the target gene is MARHGLPLLPLLSLLVGAWLKLGNGQATSMVQLQGGRFLMGTNSPDSRDGDGPVREATVKPFAIDIFPVTNKDFRDFVREKKYRTEAEMFGWSFVFEDFVSDELRNKATQPMKSVLWWLPVEKAFWRQPAGPGSGIRERLEHPVLHVSWNDARAYCAWRGKRLPTEEEWEFAARGGLKGQVYPWGNWFQPNRTNLWQGKFPKGDKAEDGFHGVSPVNAFPAQNNYGLYDLLGNVWEWTASPYQAAEQDMRVLRGASWIDTADGSANHRARVTTRMGNTPDSASDNLGFRCAADAGRPPGE.... Result: 1 (interaction).